From a dataset of NCI-60 drug combinations with 297,098 pairs across 59 cell lines. Regression. Given two drug SMILES strings and cell line genomic features, predict the synergy score measuring deviation from expected non-interaction effect. (1) Drug 1: CC12CCC(CC1=CCC3C2CCC4(C3CC=C4C5=CN=CC=C5)C)O. Drug 2: C(CCl)NC(=O)N(CCCl)N=O. Cell line: SK-MEL-28. Synergy scores: CSS=2.10, Synergy_ZIP=-0.415, Synergy_Bliss=2.02, Synergy_Loewe=-2.62, Synergy_HSA=-0.877. (2) Drug 1: CC12CCC3C(C1CCC2O)C(CC4=C3C=CC(=C4)O)CCCCCCCCCS(=O)CCCC(C(F)(F)F)(F)F. Drug 2: CC1=C2C(C(=O)C3(C(CC4C(C3C(C(C2(C)C)(CC1OC(=O)C(C(C5=CC=CC=C5)NC(=O)OC(C)(C)C)O)O)OC(=O)C6=CC=CC=C6)(CO4)OC(=O)C)O)C)O. Cell line: U251. Synergy scores: CSS=8.81, Synergy_ZIP=16.3, Synergy_Bliss=18.7, Synergy_Loewe=8.59, Synergy_HSA=13.7. (3) Drug 1: CC1C(C(=O)NC(C(=O)N2CCCC2C(=O)N(CC(=O)N(C(C(=O)O1)C(C)C)C)C)C(C)C)NC(=O)C3=C4C(=C(C=C3)C)OC5=C(C(=O)C(=C(C5=N4)C(=O)NC6C(OC(=O)C(N(C(=O)CN(C(=O)C7CCCN7C(=O)C(NC6=O)C(C)C)C)C)C(C)C)C)N)C. Drug 2: CCC1(CC2CC(C3=C(CCN(C2)C1)C4=CC=CC=C4N3)(C5=C(C=C6C(=C5)C78CCN9C7C(C=CC9)(C(C(C8N6C=O)(C(=O)OC)O)OC(=O)C)CC)OC)C(=O)OC)O.OS(=O)(=O)O. Cell line: MDA-MB-435. Synergy scores: CSS=46.1, Synergy_ZIP=-3.10, Synergy_Bliss=-0.236, Synergy_Loewe=-15.5, Synergy_HSA=-1.31. (4) Drug 1: C1=CC(=CC=C1C#N)C(C2=CC=C(C=C2)C#N)N3C=NC=N3. Drug 2: C1=CC=C(C(=C1)C(C2=CC=C(C=C2)Cl)C(Cl)Cl)Cl. Cell line: HL-60(TB). Synergy scores: CSS=34.3, Synergy_ZIP=0.416, Synergy_Bliss=-2.10, Synergy_Loewe=13.9, Synergy_HSA=-1.38. (5) Drug 1: C1=CC(=CC=C1CCCC(=O)O)N(CCCl)CCCl. Drug 2: CC=C1C(=O)NC(C(=O)OC2CC(=O)NC(C(=O)NC(CSSCCC=C2)C(=O)N1)C(C)C)C(C)C. Cell line: 786-0. Synergy scores: CSS=65.1, Synergy_ZIP=-4.19, Synergy_Bliss=-3.39, Synergy_Loewe=-17.6, Synergy_HSA=0.596. (6) Drug 1: CC(CN1CC(=O)NC(=O)C1)N2CC(=O)NC(=O)C2. Drug 2: C(CCl)NC(=O)N(CCCl)N=O. Cell line: NCI/ADR-RES. Synergy scores: CSS=1.03, Synergy_ZIP=0.702, Synergy_Bliss=2.54, Synergy_Loewe=-0.0964, Synergy_HSA=0.0892. (7) Drug 1: COC1=NC(=NC2=C1N=CN2C3C(C(C(O3)CO)O)O)N. Drug 2: C1C(C(OC1N2C=NC3=C2NC=NCC3O)CO)O. Cell line: SK-MEL-5. Synergy scores: CSS=6.00, Synergy_ZIP=-0.567, Synergy_Bliss=1.50, Synergy_Loewe=2.20, Synergy_HSA=1.39. (8) Drug 1: CC1=C2C(C(=O)C3(C(CC4C(C3C(C(C2(C)C)(CC1OC(=O)C(C(C5=CC=CC=C5)NC(=O)C6=CC=CC=C6)O)O)OC(=O)C7=CC=CC=C7)(CO4)OC(=O)C)O)C)OC(=O)C. Drug 2: COC1=C2C(=CC3=C1OC=C3)C=CC(=O)O2. Cell line: EKVX. Synergy scores: CSS=3.55, Synergy_ZIP=-0.985, Synergy_Bliss=0.0379, Synergy_Loewe=-7.59, Synergy_HSA=-2.44. (9) Drug 1: C1CCN(CC1)CCOC2=CC=C(C=C2)C(=O)C3=C(SC4=C3C=CC(=C4)O)C5=CC=C(C=C5)O. Drug 2: CC(C)CN1C=NC2=C1C3=CC=CC=C3N=C2N. Cell line: COLO 205. Synergy scores: CSS=-3.44, Synergy_ZIP=3.30, Synergy_Bliss=2.86, Synergy_Loewe=-6.04, Synergy_HSA=-4.11. (10) Drug 1: CC1C(C(CC(O1)OC2CC(CC3=C2C(=C4C(=C3O)C(=O)C5=C(C4=O)C(=CC=C5)OC)O)(C(=O)C)O)N)O.Cl. Drug 2: CC(C)(C#N)C1=CC(=CC(=C1)CN2C=NC=N2)C(C)(C)C#N. Cell line: ACHN. Synergy scores: CSS=8.43, Synergy_ZIP=-7.44, Synergy_Bliss=-5.32, Synergy_Loewe=-23.9, Synergy_HSA=-5.76.